From a dataset of Catalyst prediction with 721,799 reactions and 888 catalyst types from USPTO. Predict which catalyst facilitates the given reaction. (1) Reactant: [C:1]([O:5][C:6]([NH:8][CH2:9][C:10]1[CH:18]=[CH:17][C:13]([C:14]([OH:16])=O)=[CH:12][CH:11]=1)=[O:7])([CH3:4])([CH3:3])[CH3:2].C1C=CC2N(O)N=NC=2C=1.C(N(CC)CC)C.[CH3:36][N:37]1[CH2:42][CH2:41][NH:40][CH2:39][CH2:38]1. Product: [C:1]([O:5][C:6](=[O:7])[NH:8][CH2:9][C:10]1[CH:11]=[CH:12][C:13]([C:14]([N:40]2[CH2:41][CH2:42][N:37]([CH3:36])[CH2:38][CH2:39]2)=[O:16])=[CH:17][CH:18]=1)([CH3:2])([CH3:3])[CH3:4]. The catalyst class is: 4. (2) Reactant: [CH3:1][O:2][C:3](=[O:14])[CH:4]([NH2:13])[CH2:5][C:6]1[CH:11]=[CH:10][C:9]([Cl:12])=[CH:8][CH:7]=1.C(N(C(C)C)CC)(C)C.[CH2:24]([O:26][C:27]([N:29]=[C:30]=[S:31])=[O:28])[CH3:25]. The catalyst class is: 2. Product: [CH3:1][O:2][C:3](=[O:14])[CH:4]([NH:13][C:30]([NH:29][C:27]([O:26][CH2:24][CH3:25])=[O:28])=[S:31])[CH2:5][C:6]1[CH:11]=[CH:10][C:9]([Cl:12])=[CH:8][CH:7]=1. (3) Reactant: F[P-](F)(F)(F)(F)F.N1(O[P+](N(C)C)(N(C)C)N(C)C)C2C=CC=CC=2N=N1.[Br:28][C:29]1[CH:34]=[C:33]([CH3:35])[C:32]([CH2:36]/[CH:37]=[CH:38]/[C:39]([OH:41])=O)=[C:31]([CH3:42])[CH:30]=1.[NH2:43][C:44]1[CH:45]=[C:46]([C@H:50]([NH:57][C:58]([O:60][CH2:61][C:62]2[CH:67]=[CH:66][CH:65]=[CH:64][CH:63]=2)=[O:59])[CH2:51][C:52]([O:54][CH2:55][CH3:56])=[O:53])[CH:47]=[CH:48][CH:49]=1.C(N(CC)CC)C. The catalyst class is: 10. Product: [CH2:61]([O:60][C:58]([NH:57][C@@H:50]([C:46]1[CH:47]=[CH:48][CH:49]=[C:44]([NH:43][C:39](=[O:41])/[CH:38]=[CH:37]/[CH2:36][C:32]2[C:31]([CH3:42])=[CH:30][C:29]([Br:28])=[CH:34][C:33]=2[CH3:35])[CH:45]=1)[CH2:51][C:52]([O:54][CH2:55][CH3:56])=[O:53])=[O:59])[C:62]1[CH:63]=[CH:64][CH:65]=[CH:66][CH:67]=1. (4) Reactant: F[C:2]1[CH:7]=[CH:6][CH:5]=[CH:4][C:3]=1[S:8]([NH:11][C:12]1[C:21]([C:22]([OH:24])=[O:23])=[C:20]2[C:15]([CH:16]3[CH2:25][CH:17]3[CH2:18][O:19]2)=[CH:14][CH:13]=1)(=[O:10])=[O:9].[CH2:26]([N:28]1[CH2:32][CH2:31][C@@H:30]([CH2:33][NH2:34])[CH2:29]1)[CH3:27]. Product: [CH2:26]([N:28]1[CH2:32][CH2:31][C@@H:30]([CH2:33][NH:34][C:2]2[CH:7]=[CH:6][CH:5]=[CH:4][C:3]=2[S:8]([NH:11][C:12]2[C:21]([C:22]([OH:24])=[O:23])=[C:20]3[C:15]([CH:16]4[CH2:25][CH:17]4[CH2:18][O:19]3)=[CH:14][CH:13]=2)(=[O:10])=[O:9])[CH2:29]1)[CH3:27]. The catalyst class is: 376. (5) Reactant: C([NH:5][S:6]([C:9]1[CH:14]=[CH:13][CH:12]=[C:11]([C:15]2[CH:20]=[C:19]([C:21]3[N:26]=[C:25]([C:27]4[CH:32]=[CH:31][C:30]([Cl:33])=[C:29]([CH3:34])[CH:28]=4)[CH:24]=[C:23]([C:35]([F:38])([F:37])[F:36])[N:22]=3)[CH:18]=[CH:17][N:16]=2)[CH:10]=1)(=[O:8])=[O:7])(C)(C)C.C(O)(C(F)(F)F)=O. Product: [Cl:33][C:30]1[CH:31]=[CH:32][C:27]([C:25]2[CH:24]=[C:23]([C:35]([F:37])([F:38])[F:36])[N:22]=[C:21]([C:19]3[CH:18]=[CH:17][N:16]=[C:15]([C:11]4[CH:10]=[C:9]([S:6]([NH2:5])(=[O:8])=[O:7])[CH:14]=[CH:13][CH:12]=4)[CH:20]=3)[N:26]=2)=[CH:28][C:29]=1[CH3:34]. The catalyst class is: 4. (6) Reactant: [CH3:1][C:2]1[C:11]2[CH:10]=[N:9][C:8](SC)=[N:7][C:6]=2[C:5]([C:14]2[C:22]3[C:17](=[CH:18][C:19]([C:23]#[N:24])=[CH:20][CH:21]=3)[NH:16][CH:15]=2)=[CH:4][N:3]=1.[C@@H:25]1([NH2:32])[CH2:30][CH2:29][CH2:28][CH2:27][C@@H:26]1[NH2:31]. Product: [NH2:31][C@H:26]1[CH2:27][CH2:28][CH2:29][CH2:30][C@H:25]1[NH:32][C:8]1[N:9]=[CH:10][C:11]2[C:2]([CH3:1])=[N:3][CH:4]=[C:5]([C:14]3[C:22]4[C:17](=[CH:18][C:19]([C:23]#[N:24])=[CH:20][CH:21]=4)[NH:16][CH:15]=3)[C:6]=2[N:7]=1. The catalyst class is: 16. (7) Reactant: Cl.[F:2][C:3]1[CH:8]=[CH:7][C:6]([C@H:9]2[C:14](=[O:15])[O:13][CH2:12][CH2:11][N:10]2[CH2:16][C:17]2[CH:22]=[CH:21][CH:20]=[CH:19][CH:18]=2)=[CH:5][CH:4]=1.COC(=O)C(N)C1C=CC(F)=CC=1.FC(F)(F)C(O)=O. Product: [CH2:16]([N:10]1[CH:11]=[CH:12][O:13][C:14](=[O:15])[C@@H:9]1[C:6]1[CH:5]=[CH:4][C:3]([F:2])=[CH:8][CH:7]=1)[C:17]1[CH:18]=[CH:19][CH:20]=[CH:21][CH:22]=1. The catalyst class is: 480. (8) Reactant: [I:1][C:2]1[CH:3]=[C:4]([CH2:8][C:9](O)=[O:10])[CH:5]=[CH:6][CH:7]=1. Product: [I:1][C:2]1[CH:3]=[C:4]([CH2:8][CH2:9][OH:10])[CH:5]=[CH:6][CH:7]=1. The catalyst class is: 7.